Dataset: Catalyst prediction with 721,799 reactions and 888 catalyst types from USPTO. Task: Predict which catalyst facilitates the given reaction. Reactant: [Br:1][C:2]1[CH:3]=[C:4]2[C:8](=[C:9]([F:11])[CH:10]=1)[NH:7][N:6]=[CH:5]2.[O:12]1[CH:17]=[CH:16][CH2:15][CH2:14][CH2:13]1.CC1C=CC(S(O)(=O)=O)=CC=1.C([O-])(O)=O.[Na+]. Product: [Br:1][C:2]1[CH:3]=[C:4]2[C:8](=[C:9]([F:11])[CH:10]=1)[N:7]([CH:13]1[CH2:14][CH2:15][CH2:16][CH2:17][O:12]1)[N:6]=[CH:5]2. The catalyst class is: 4.